Regression. Given two drug SMILES strings and cell line genomic features, predict the synergy score measuring deviation from expected non-interaction effect. From a dataset of NCI-60 drug combinations with 297,098 pairs across 59 cell lines. (1) Drug 1: C1C(C(OC1N2C=NC3=C(N=C(N=C32)Cl)N)CO)O. Drug 2: CN(CCCl)CCCl.Cl. Cell line: K-562. Synergy scores: CSS=32.5, Synergy_ZIP=-13.6, Synergy_Bliss=-5.76, Synergy_Loewe=-4.31, Synergy_HSA=-1.79. (2) Drug 1: C1C(C(OC1N2C=C(C(=O)NC2=O)F)CO)O. Drug 2: C1CN(P(=O)(OC1)NCCCl)CCCl. Cell line: 786-0. Synergy scores: CSS=11.8, Synergy_ZIP=-3.66, Synergy_Bliss=-1.32, Synergy_Loewe=-12.9, Synergy_HSA=-1.41. (3) Drug 1: C1CCN(CC1)CCOC2=CC=C(C=C2)C(=O)C3=C(SC4=C3C=CC(=C4)O)C5=CC=C(C=C5)O. Drug 2: CC(C)NC(=O)C1=CC=C(C=C1)CNNC.Cl. Cell line: OVCAR3. Synergy scores: CSS=0.169, Synergy_ZIP=0.193, Synergy_Bliss=-1.53, Synergy_Loewe=-4.39, Synergy_HSA=-4.84. (4) Drug 2: C(=O)(N)NO. Cell line: SK-OV-3. Drug 1: CS(=O)(=O)C1=CC(=C(C=C1)C(=O)NC2=CC(=C(C=C2)Cl)C3=CC=CC=N3)Cl. Synergy scores: CSS=1.75, Synergy_ZIP=0.401, Synergy_Bliss=2.47, Synergy_Loewe=0.993, Synergy_HSA=1.33. (5) Drug 2: C1=CN(C=N1)CC(O)(P(=O)(O)O)P(=O)(O)O. Drug 1: C1CC(C1)(C(=O)O)C(=O)O.[NH2-].[NH2-].[Pt+2]. Synergy scores: CSS=17.1, Synergy_ZIP=-0.0386, Synergy_Bliss=-2.30, Synergy_Loewe=-10.4, Synergy_HSA=-5.42. Cell line: CCRF-CEM. (6) Drug 1: CC1C(C(CC(O1)OC2CC(CC3=C2C(=C4C(=C3O)C(=O)C5=C(C4=O)C(=CC=C5)OC)O)(C(=O)C)O)N)O.Cl. Drug 2: CC1=C(N=C(N=C1N)C(CC(=O)N)NCC(C(=O)N)N)C(=O)NC(C(C2=CN=CN2)OC3C(C(C(C(O3)CO)O)O)OC4C(C(C(C(O4)CO)O)OC(=O)N)O)C(=O)NC(C)C(C(C)C(=O)NC(C(C)O)C(=O)NCCC5=NC(=CS5)C6=NC(=CS6)C(=O)NCCC[S+](C)C)O. Cell line: UACC62. Synergy scores: CSS=22.1, Synergy_ZIP=-5.44, Synergy_Bliss=2.65, Synergy_Loewe=0.515, Synergy_HSA=2.79.